Task: Predict which catalyst facilitates the given reaction.. Dataset: Catalyst prediction with 721,799 reactions and 888 catalyst types from USPTO Reactant: [Cl:1][C:2]1[CH:7]=[CH:6][C:5](/[CH:8]=[CH:9]/[C:10]([OH:12])=O)=[C:4]([CH2:13][N:14]2[N:18]=[N:17][C:16]([CH3:19])=[N:15]2)[CH:3]=1.[CH3:20][C:21]1[N:25]([CH:26]2[CH2:31][CH2:30][NH:29][CH2:28][CH2:27]2)[N:24]=[CH:23][N:22]=1.CCN(C(C)C)C(C)C.C(P1(=O)OP(CCC)(=O)OP(CCC)(=O)O1)CC. Product: [Cl:1][C:2]1[CH:7]=[CH:6][C:5](/[CH:8]=[CH:9]/[C:10]([N:29]2[CH2:28][CH2:27][CH:26]([N:25]3[C:21]([CH3:20])=[N:22][CH:23]=[N:24]3)[CH2:31][CH2:30]2)=[O:12])=[C:4]([CH2:13][N:14]2[N:18]=[N:17][C:16]([CH3:19])=[N:15]2)[CH:3]=1. The catalyst class is: 3.